From a dataset of HIV replication inhibition screening data with 41,000+ compounds from the AIDS Antiviral Screen. Binary Classification. Given a drug SMILES string, predict its activity (active/inactive) in a high-throughput screening assay against a specified biological target. (1) The drug is COC(=O)Cc1cc(O)c(CC=C(C)CCC=C(C)C(O)C(=O)C=C(C)C)cc1O. The result is 1 (active). (2) The molecule is Cl.Oc1ccccc1CNCc1nc2ccccc2[nH]1. The result is 0 (inactive).